The task is: Predict the reactants needed to synthesize the given product.. This data is from Full USPTO retrosynthesis dataset with 1.9M reactions from patents (1976-2016). (1) Given the product [CH2:14]([O:12][CH2:11][C@@H:6]1[O:5][C:4]([CH3:13])([CH3:3])[O:8][C@H:7]1[CH2:9][OH:10])[C:15]1[CH:20]=[CH:19][CH:18]=[CH:17][CH:16]=1, predict the reactants needed to synthesize it. The reactants are: [H-].[Na+].[CH3:3][C:4]1([CH3:13])[O:8][C@@H:7]([CH2:9][OH:10])[C@H:6]([CH2:11][OH:12])[O:5]1.[CH2:14](Br)[C:15]1[CH:20]=[CH:19][CH:18]=[CH:17][CH:16]=1.C(O)(=O)C. (2) The reactants are: [CH3:1][O:2][C:3]1[CH:8]=[CH:7][C:6]([CH2:9][CH2:10][CH:11]2[NH:20][CH2:19][CH2:18][C:17]3[N:16]=[CH:15][CH:14]=[CH:13][C:12]2=3)=[CH:5][CH:4]=1.Br[CH:22]([C:27]1[CH:32]=[CH:31][CH:30]=[CH:29][CH:28]=1)[C:23]([NH:25][CH3:26])=[O:24].C(N(C(C)C)C(C)C)C.[I-].[Na+]. Given the product [CH3:1][O:2][C:3]1[CH:8]=[CH:7][C:6]([CH2:9][CH2:10][CH:11]2[N:20]([CH:22]([C:27]3[CH:32]=[CH:31][CH:30]=[CH:29][CH:28]=3)[C:23]([NH:25][CH3:26])=[O:24])[CH2:19][CH2:18][C:17]3[N:16]=[CH:15][CH:14]=[CH:13][C:12]2=3)=[CH:5][CH:4]=1, predict the reactants needed to synthesize it.